This data is from Catalyst prediction with 721,799 reactions and 888 catalyst types from USPTO. The task is: Predict which catalyst facilitates the given reaction. (1) Reactant: [CH3:1][O:2][C:3]1[N:8]=[CH:7][C:6]([NH:9][C:10]2[C:15]([CH2:16][OH:17])=[CH:14][CH:13]=[CH:12][N:11]=2)=[CH:5][CH:4]=1. Product: [CH3:1][O:2][C:3]1[N:8]=[CH:7][C:6]([NH:9][C:10]2[N:11]=[CH:12][CH:13]=[CH:14][C:15]=2[CH:16]=[O:17])=[CH:5][CH:4]=1. The catalyst class is: 428. (2) Reactant: [Cl:1][C:2]1[C:3]([C:8]([OH:10])=O)=[N:4][CH:5]=[CH:6][N:7]=1.CN(C(ON1N=NC2C=CC=CC1=2)=[N+](C)C)C.[B-](F)(F)(F)F.C(N(C(C)C)CC)(C)C.[CH2:42]([O:49][C:50](=[O:56])[NH:51][CH2:52][C:53](=[NH:55])[NH2:54])[C:43]1[CH:48]=[CH:47][CH:46]=[CH:45][CH:44]=1. Product: [CH2:42]([O:49][C:50](=[O:56])[NH:51][CH2:52][C:53]([NH:55][C:8]([C:3]1[C:2]([Cl:1])=[N:7][CH:6]=[CH:5][N:4]=1)=[O:10])=[NH:54])[C:43]1[CH:44]=[CH:45][CH:46]=[CH:47][CH:48]=1. The catalyst class is: 174. (3) Reactant: [CH2:1]([O:8][C:9]([N:11]1[CH2:15][CH2:14][CH2:13][CH:12]1[C:16]([OH:18])=O)=[O:10])[C:2]1[CH:7]=[CH:6][CH:5]=[CH:4][CH:3]=1.CN(C=O)C.C(Cl)(=O)C([Cl:27])=O. Product: [Cl:27][C:16]([CH:12]1[CH2:13][CH2:14][CH2:15][N:11]1[C:9]([O:8][CH2:1][C:2]1[CH:7]=[CH:6][CH:5]=[CH:4][CH:3]=1)=[O:10])=[O:18]. The catalyst class is: 2. (4) Reactant: [CH3:1][N:2]1[C:10]([C:11]2[CH:16]=[CH:15][C:14]([O:17][C:18]([F:21])([F:20])[F:19])=[CH:13][CH:12]=2)=[C:9]2[C:4]([C:5]3[CH:25]=[CH:24][C:23]([C:26](OC)=[O:27])=[CH:22][C:6]=3[CH:7]=[CH:8]2)=[N:3]1.CC(C[AlH]CC(C)C)C. Product: [CH3:1][N:2]1[C:10]([C:11]2[CH:16]=[CH:15][C:14]([O:17][C:18]([F:19])([F:20])[F:21])=[CH:13][CH:12]=2)=[C:9]2[C:4]([C:5]3[CH:25]=[CH:24][C:23]([CH2:26][OH:27])=[CH:22][C:6]=3[CH:7]=[CH:8]2)=[N:3]1. The catalyst class is: 11.